Dataset: Reaction yield outcomes from USPTO patents with 853,638 reactions. Task: Predict the reaction yield, written as a fraction of the theoretical maximum amount of product (1.0 means a 100% yield; for example, 0.34 means a 34% yield). (1) The reactants are [CH3:1][NH:2][CH:3]1[CH2:8][CH2:7][O:6][CH2:5][CH2:4]1.C([O-])([O-])=O.[Cs+].[Cs+].Cl[C:16]1[CH:21]=[C:20]([Cl:22])[N:19]=[C:18]([N:23]2[CH2:28][CH2:27][O:26][CH2:25][CH2:24]2)[N:17]=1. The catalyst is CN1C(=O)CCC1. The product is [Cl:22][C:20]1[N:19]=[C:18]([N:23]2[CH2:28][CH2:27][O:26][CH2:25][CH2:24]2)[N:17]=[C:16]([N:2]([CH3:1])[CH:3]2[CH2:8][CH2:7][O:6][CH2:5][CH2:4]2)[CH:21]=1. The yield is 0.230. (2) The reactants are [C:1]1([Mg]Br)[CH:6]=[CH:5][CH:4]=[CH:3][CH:2]=1.[C:9]1([C:15]2[CH:16]=[CH:17][C:18](=[O:21])[NH:19][N:20]=2)[CH:14]=[CH:13][CH:12]=[CH:11][CH:10]=1.[Cl-].[NH4+]. The catalyst is C1COCC1.C1(C)C=CC=CC=1. The product is [C:9]1([C:15]2[CH2:16][CH:17]([C:1]3[CH:6]=[CH:5][CH:4]=[CH:3][CH:2]=3)[C:18](=[O:21])[NH:19][N:20]=2)[CH:10]=[CH:11][CH:12]=[CH:13][CH:14]=1. The yield is 0.500. (3) The reactants are [CH3:1][C@@H:2]1[CH2:4][O:3]1.[CH3:5][NH:6][CH2:7][CH:8]=[CH2:9].FC(F)(F)S([O-])(=O)=O.[Yb+3].FC(F)(F)S([O-])(=O)=O.FC(F)(F)S([O-])(=O)=O. The catalyst is O1CCOCC1. The product is [CH2:7]([N:6]([CH3:5])[CH2:4][C@H:2]([OH:3])[CH3:1])[CH:8]=[CH2:9]. The yield is 0.290. (4) The reactants are [Li].[Li+].CC([N-]C(C)C)C.[C:10]([N:13]1[CH2:18][CH2:17][O:16][CH2:15][CH2:14]1)(=[O:12])[CH3:11].C[O:20][C:21](=O)[C:22]1[CH:27]=[CH:26][CH:25]=[C:24]([O:28][CH2:29][CH:30]=[CH2:31])[C:23]=1[O:32][CH2:33][CH:34]=[CH2:35].Cl. The catalyst is C1COCC1. The product is [CH2:33]([O:32][C:23]1[C:24]([O:28][CH2:29][CH:30]=[CH2:31])=[CH:25][CH:26]=[CH:27][C:22]=1[C:21](=[O:20])[CH2:11][C:10]([N:13]1[CH2:18][CH2:17][O:16][CH2:15][CH2:14]1)=[O:12])[CH:34]=[CH2:35]. The yield is 0.850. (5) The reactants are ClCCl.F[C:5](F)(F)[C:6]([OH:8])=O.C([NH:19][C@@H:20]([CH2:37][C:38]1[N:39]=[CH:40][NH:41][CH:42]=1)[C:21]([NH:23][C@@H:24]([CH2:28][C:29]1[CH:34]=[CH:33][C:32]([O:35][CH3:36])=[CH:31][CH:30]=1)[C:25]([OH:27])=O)=[O:22])(=O)C1C=CC=CC=1.CN(C(ON1N=N[C:53]2[CH:54]=C[CH:56]=[CH:57][C:52]1=2)=[N+](C)C)C.[B-](F)(F)(F)F.FC(F)(F)C(O)=O.[CH:72]1([C:78]2([OH:82])[CH2:81][NH:80][CH2:79]2)[CH2:77][CH2:76][CH2:75][CH2:74][CH2:73]1.C(=O)([O-])O.[K+]. The catalyst is CN(C=O)C.CCN(C(C)C)C(C)C.C(Cl)Cl. The product is [CH:72]1([C:78]2([OH:82])[CH2:81][N:80]([C:25](=[O:27])[C@@H:24]([NH:23][C:21]([C@@H:20]([NH:19][C:6](=[O:8])[C:5]3[CH:56]=[CH:57][CH:52]=[CH:53][CH:54]=3)[CH2:37][C:38]3[N:39]=[CH:40][NH:41][CH:42]=3)=[O:22])[CH2:28][C:29]3[CH:30]=[CH:31][C:32]([O:35][CH3:36])=[CH:33][CH:34]=3)[CH2:79]2)[CH2:73][CH2:74][CH2:75][CH2:76][CH2:77]1. The yield is 0.320. (6) The reactants are [I:1][C:2]1[CH:3]=[C:4]2[C:9](=[CH:10][CH:11]=1)[C:8](=[O:12])[NH:7][C:6](=[O:13])/[C:5]/2=[CH:14]\[NH:15][C:16]1[CH:21]=[CH:20][C:19]([N:22]2[CH2:27][CH2:26][NH:25][CH2:24][CH2:23]2)=[CH:18][CH:17]=1.C(O[BH-](OC(=O)C)OC(=O)C)(=O)C.[Na+].[CH3:42][N:43]1[CH2:48][CH2:47][C:46](=O)[CH2:45][CH2:44]1.C(O)(=O)C.C(=O)(O)[O-].[Na+]. The catalyst is CN1CCCC1=O.C(Cl)Cl. The product is [I:1][C:2]1[CH:3]=[C:4]2[C:9](=[CH:10][CH:11]=1)[C:8](=[O:12])[NH:7][C:6](=[O:13])/[C:5]/2=[CH:14]\[NH:15][C:16]1[CH:17]=[CH:18][C:19]([N:22]2[CH2:23][CH2:24][N:25]([CH:46]3[CH2:47][CH2:48][N:43]([CH3:42])[CH2:44][CH2:45]3)[CH2:26][CH2:27]2)=[CH:20][CH:21]=1. The yield is 0.780. (7) The reactants are [NH2:1][C:2]1[C:7]([C:8]#N)=[C:6]([O:10][CH2:11][CH3:12])[N:5]=[C:4]([C:13]([NH:15][CH2:16][C:17]2[CH:22]=[CH:21][C:20]([S:23]([CH3:26])(=[O:25])=[O:24])=[CH:19][CH:18]=2)=[O:14])[CH:3]=1.C(O)=[O:28]. No catalyst specified. The product is [NH2:1][C:2]1[C:7]([CH:8]=[O:28])=[C:6]([O:10][CH2:11][CH3:12])[N:5]=[C:4]([C:13]([NH:15][CH2:16][C:17]2[CH:18]=[CH:19][C:20]([S:23]([CH3:26])(=[O:25])=[O:24])=[CH:21][CH:22]=2)=[O:14])[CH:3]=1. The yield is 0.360.